From a dataset of NCI-60 drug combinations with 297,098 pairs across 59 cell lines. Regression. Given two drug SMILES strings and cell line genomic features, predict the synergy score measuring deviation from expected non-interaction effect. Drug 1: CN(CC1=CN=C2C(=N1)C(=NC(=N2)N)N)C3=CC=C(C=C3)C(=O)NC(CCC(=O)O)C(=O)O. Drug 2: CC12CCC3C(C1CCC2OP(=O)(O)O)CCC4=C3C=CC(=C4)OC(=O)N(CCCl)CCCl.[Na+]. Cell line: M14. Synergy scores: CSS=10.4, Synergy_ZIP=-7.33, Synergy_Bliss=-12.6, Synergy_Loewe=-11.4, Synergy_HSA=-10.8.